This data is from Reaction yield outcomes from USPTO patents with 853,638 reactions. The task is: Predict the reaction yield, written as a fraction of the theoretical maximum amount of product (1.0 means a 100% yield; for example, 0.34 means a 34% yield). (1) The reactants are [F:1][C:2]1[CH:33]=[C:32]([NH:34][C:35]([NH:37][C:38](=[O:48])[CH2:39][C:40]2[CH:45]=[CH:44][CH:43]=[CH:42][C:41]=2[O:46][CH3:47])=[S:36])[CH:31]=[CH:30][C:3]=1[O:4][C:5]1[CH:10]=[CH:9][N:8]=[C:7]2[CH:11]=[C:12]([C:14]3[CH:15]=[N:16][N:17]([CH2:19][CH2:20][N:21](C)[C:22](=O)OC(C)(C)C)[CH:18]=3)[S:13][C:6]=12.Cl.Cl.FC1C=C(NC(NC(=O)CC2C=CC=CC=2)=S)C=CC=1OC1C=CN=C2C=C(C3C=CC(N4CCNCC4)=CC=3)SC=12. No catalyst specified. The product is [F:1][C:2]1[CH:33]=[C:32]([NH:34][C:35]([NH:37][C:38](=[O:48])[CH2:39][C:40]2[CH:45]=[CH:44][CH:43]=[CH:42][C:41]=2[O:46][CH3:47])=[S:36])[CH:31]=[CH:30][C:3]=1[O:4][C:5]1[CH:10]=[CH:9][N:8]=[C:7]2[CH:11]=[C:12]([C:14]3[CH:15]=[N:16][N:17]([CH2:19][CH2:20][NH:21][CH3:22])[CH:18]=3)[S:13][C:6]=12. The yield is 0.660. (2) The reactants are [NH2:1][C:2]1[CH:7]=[C:6]([C:8]2[CH:13]=[C:12]([C:14]#[CH:15])[CH:11]=[CH:10][N:9]=2)[C:5]([N+:16]([O-:18])=[O:17])=[CH:4][C:3]=1Br.C1(P(C2C=CC=CC=2)C2C=CC=CC=2)C=CC=CC=1.CCN(CC)CC.[CH3:46][Si:47]([C:50]#[CH:51])([CH3:49])[CH3:48]. The catalyst is C1COCC1.[Pd](Cl)Cl.C1(P(C2C=CC=CC=2)C2C=CC=CC=2)C=CC=CC=1.C1(P(C2C=CC=CC=2)C2C=CC=CC=2)C=CC=CC=1.[Cu]I. The product is [NH2:1][C:2]1[C:3]([C:51]#[C:50][Si:47]([CH3:49])([CH3:48])[CH3:46])=[CH:4][C:5]([N+:16]([O-:18])=[O:17])=[C:6]([C:8]2[CH:13]=[C:12]([C:14]#[CH:15])[CH:11]=[CH:10][N:9]=2)[CH:7]=1. The yield is 0.490.